This data is from Tyrosyl-DNA phosphodiesterase HTS with 341,365 compounds. The task is: Binary Classification. Given a drug SMILES string, predict its activity (active/inactive) in a high-throughput screening assay against a specified biological target. (1) The drug is s1c(NC(=O)C2OCCC2)nc(c1)C. The result is 0 (inactive). (2) The drug is O=C1N(C(=O)CC1)c1ccc(OC(=O)C)cc1. The result is 0 (inactive).